This data is from Full USPTO retrosynthesis dataset with 1.9M reactions from patents (1976-2016). The task is: Predict the reactants needed to synthesize the given product. Given the product [CH3:1][O:2][C:3]1[CH:12]=[CH:11][C:6]([C:7]([O:9][CH3:10])=[O:8])=[CH:5][CH:4]=1.[CH3:13][O:14][C:15]1[CH:22]=[CH:21][C:18]([OH:23])=[CH:17][CH:16]=1, predict the reactants needed to synthesize it. The reactants are: [CH3:1][O:2][C:3]1[CH:12]=[CH:11][C:6]([C:7]([O:9][CH3:10])=[O:8])=[CH:5][CH:4]=1.[CH3:13][O:14][C:15]1[CH:22]=[CH:21][C:18](C=O)=[CH:17][CH:16]=1.[OH:23]OS([O-])=O.[K+].CCOC(C)=O.